From a dataset of HIV replication inhibition screening data with 41,000+ compounds from the AIDS Antiviral Screen. Binary Classification. Given a drug SMILES string, predict its activity (active/inactive) in a high-throughput screening assay against a specified biological target. The molecule is Cc1ccc(S(=O)(=O)N2CCCSCCN(S(=O)(=O)c3ccc(C)cc3)CCCSCC2)cc1. The result is 0 (inactive).